From a dataset of Full USPTO retrosynthesis dataset with 1.9M reactions from patents (1976-2016). Predict the reactants needed to synthesize the given product. (1) The reactants are: [NH:1]1[CH2:5][CH2:4][C@H:3]([NH:6][C:7](=[O:13])[O:8][C:9]([CH3:12])([CH3:11])[CH3:10])[CH2:2]1.C([O-])(=O)C.[Na+].[N:19]#[C:20]Br. Given the product [C:20]([N:1]1[CH2:5][CH2:4][C@H:3]([NH:6][C:7](=[O:13])[O:8][C:9]([CH3:10])([CH3:12])[CH3:11])[CH2:2]1)#[N:19], predict the reactants needed to synthesize it. (2) Given the product [CH:10]1[C:11]2[C:2]3[N:3]([CH:4]=[CH:5][C:6]=2[CH:7]=[CH:8][N:9]=1)[C:23]1[C:24](=[CH:25][CH:20]=[N:21][CH:22]=1)[N:1]=3, predict the reactants needed to synthesize it. The reactants are: [NH2:1][C:2]1[C:11]2[C:6](=[CH:7][C:8](C(C)(C)C)=[N:9][CH:10]=2)[CH:5]=[CH:4][N:3]=1.C([C:20]1[C:25](Br)=[C:24](I)[CH:23]=[CH:22][N:21]=1)(C)(C)C.FC(F)(F)C1C=C(I)C(Cl)=CN=1.C(=O)([O-])[O-].[K+].[K+].C1(P(C2C=CC=CC=2)C2C=CC=CC=2)C=CC=CC=1. (3) Given the product [CH3:1][O:2][C:3]1[CH:4]=[CH:5][C:6]([S:9]([N:12]([CH2:13][C:14]2[CH:15]=[N:16][CH:17]=[CH:18][CH:19]=2)[C:23]2[C:28]([C:29]([O:31][CH2:32][CH3:33])=[O:30])=[CH:27][N:26]=[C:25]3[N:34]([CH3:38])[N:35]=[C:36]([CH3:37])[C:24]=23)(=[O:10])=[O:11])=[CH:7][CH:8]=1, predict the reactants needed to synthesize it. The reactants are: [CH3:1][O:2][C:3]1[CH:8]=[CH:7][C:6]([S:9]([NH:12][CH2:13][C:14]2[CH:15]=[N:16][CH:17]=[CH:18][CH:19]=2)(=[O:11])=[O:10])=[CH:5][CH:4]=1.[H-].[Na+].Cl[C:23]1[C:28]([C:29]([O:31][CH2:32][CH3:33])=[O:30])=[CH:27][N:26]=[C:25]2[N:34]([CH3:38])[N:35]=[C:36]([CH3:37])[C:24]=12.O. (4) The reactants are: [CH3:1][O:2][C:3](=[O:24])[CH2:4][CH2:5][C:6]1[CH:11]=[CH:10][C:9]([O:12][C:13]2[CH:18]=[C:17]([F:19])[CH:16]=[C:15]([CH:20]([NH2:22])[CH3:21])[CH:14]=2)=[CH:8][C:7]=1[CH3:23].[CH3:25][C:26]1[CH:34]=[C:33]([C:35]([F:38])([F:37])[F:36])[CH:32]=[CH:31][C:27]=1[C:28](O)=[O:29]. Given the product [CH3:1][O:2][C:3](=[O:24])[CH2:4][CH2:5][C:6]1[CH:11]=[CH:10][C:9]([O:12][C:13]2[CH:14]=[C:15]([C@H:20]([NH:22][C:28](=[O:29])[C:27]3[CH:31]=[CH:32][C:33]([C:35]([F:36])([F:37])[F:38])=[CH:34][C:26]=3[CH3:25])[CH3:21])[CH:16]=[C:17]([F:19])[CH:18]=2)=[CH:8][C:7]=1[CH3:23], predict the reactants needed to synthesize it. (5) Given the product [Br:1][C:2]1[CH:24]=[CH:23][C:22]([F:25])=[CH:21][C:3]=1[O:4][CH:5]1[CH2:10][CH2:9][N:8]([C:11]2[CH:15]=[C:14]([C:16]3[N:17]=[N:18][N:19]([CH2:27][C:28]([O:30][CH2:31][CH3:32])=[O:29])[N:20]=3)[O:13][N:12]=2)[CH2:7][CH2:6]1, predict the reactants needed to synthesize it. The reactants are: [Br:1][C:2]1[CH:24]=[CH:23][C:22]([F:25])=[CH:21][C:3]=1[O:4][CH:5]1[CH2:10][CH2:9][N:8]([C:11]2[CH:15]=[C:14]([C:16]3[NH:20][N:19]=[N:18][N:17]=3)[O:13][N:12]=2)[CH2:7][CH2:6]1.Br[CH2:27][C:28]([O:30][CH2:31][CH3:32])=[O:29].C(N(CC)CC)C. (6) The reactants are: [F:1][C:2]1[CH:7]=[CH:6][C:5]([C:8]2[O:12][C:11]([C:17]3[CH:30]=[CH:29][C:20]([NH:21]C(=O)OC(C)(C)C)=[C:19]([CH3:31])[CH:18]=3)([C:13]([F:16])([F:15])[F:14])[O:10][N:9]=2)=[CH:4][CH:3]=1.FC(F)(F)C(O)=O. Given the product [F:1][C:2]1[CH:3]=[CH:4][C:5]([C:8]2[O:12][C:11]([C:17]3[CH:30]=[CH:29][C:20]([NH2:21])=[C:19]([CH3:31])[CH:18]=3)([C:13]([F:16])([F:14])[F:15])[O:10][N:9]=2)=[CH:6][CH:7]=1, predict the reactants needed to synthesize it.